This data is from Reaction yield outcomes from USPTO patents with 853,638 reactions. The task is: Predict the reaction yield, written as a fraction of the theoretical maximum amount of product (1.0 means a 100% yield; for example, 0.34 means a 34% yield). (1) The reactants are [NH2:1][C:2]1[C:3]([C:7]2[N:8]([CH2:18][CH3:19])[C:9]3[C:10]([N:17]=2)=[C:11]([Cl:16])[NH:12][C:13](=[O:15])[CH:14]=3)=[N:4][O:5][N:6]=1.O[CH2:21][CH2:22][NH:23][C:24](=[O:30])[O:25][C:26]([CH3:29])([CH3:28])[CH3:27].CCOC(/N=N/C(OCC)=O)=O.CO. The catalyst is C1COCC1. The product is [NH2:1][C:2]1[C:3]([C:7]2[N:8]([CH2:18][CH3:19])[C:9]3[CH:14]=[C:13]([O:15][CH2:21][CH2:22][NH:23][C:24](=[O:30])[O:25][C:26]([CH3:29])([CH3:28])[CH3:27])[N:12]=[C:11]([Cl:16])[C:10]=3[N:17]=2)=[N:4][O:5][N:6]=1. The yield is 0.350. (2) The reactants are Cl.Cl.[C:3]([C:7]1[CH:12]=[CH:11][CH:10]=[CH:9][C:8]=1[N:13]1[CH2:18][CH2:17][NH:16][CH2:15][CH2:14]1)([CH3:6])([CH3:5])[CH3:4].Cl[C:20]([C:22]1[CH:31]=[CH:30][C:25]([C:26]([O:28][CH3:29])=[O:27])=[CH:24][CH:23]=1)=[O:21].C(N(CC)CC)C.O1CCCC1. The catalyst is O. The product is [C:3]([C:7]1[CH:12]=[CH:11][CH:10]=[CH:9][C:8]=1[N:13]1[CH2:18][CH2:17][N:16]([C:20]([C:22]2[CH:31]=[CH:30][C:25]([C:26]([O:28][CH3:29])=[O:27])=[CH:24][CH:23]=2)=[O:21])[CH2:15][CH2:14]1)([CH3:6])([CH3:4])[CH3:5]. The yield is 0.960. (3) The reactants are [C:1]([C@@H:3]1[CH2:7][C@@H:6](O)[CH2:5][N:4]1[C:9]([O:11][C:12]([CH3:15])([CH3:14])[CH3:13])=[O:10])#[N:2].C(N(S(F)(F)[F:22])CC)C.C(=O)([O-])[O-].[Na+].[Na+]. The catalyst is ClCCl. The product is [C:1]([C@@H:3]1[CH2:7][C@H:6]([F:22])[CH2:5][N:4]1[C:9]([O:11][C:12]([CH3:15])([CH3:14])[CH3:13])=[O:10])#[N:2]. The yield is 1.00. (4) The reactants are [Br:1][C:2]1[N:7]=[C:6]([CH3:8])[C:5]([OH:9])=[C:4]([CH3:10])[CH:3]=1.IC.[C:13](=O)([O-])[O-].[K+].[K+]. The catalyst is CC(C)=O. The product is [Br:1][C:2]1[N:7]=[C:6]([CH3:8])[C:5]([O:9][CH3:13])=[C:4]([CH3:10])[CH:3]=1. The yield is 0.850. (5) The reactants are [N:1]1([C:7]2[N:12]=[C:11]([N:13]3[CH2:18][CH2:17][O:16][CH2:15][CH2:14]3)[N:10]=[C:9]([C:19]3[CH:25]=[CH:24][C:22]([NH2:23])=[CH:21][CH:20]=3)[N:8]=2)[CH2:6][CH2:5][O:4][CH2:3][CH2:2]1.Cl[C:27](Cl)([O:29]C(=O)OC(Cl)(Cl)Cl)Cl.CCN(CC)CC.[NH2:45][C:46]1[CH:51]=[CH:50][C:49]([CH:52]([OH:54])[CH3:53])=[CH:48][CH:47]=1. The catalyst is C(Cl)Cl. The product is [N:1]1([C:7]2[N:12]=[C:11]([N:13]3[CH2:18][CH2:17][O:16][CH2:15][CH2:14]3)[N:10]=[C:9]([C:19]3[CH:25]=[CH:24][C:22]([NH:23][C:27]([NH:45][C:46]4[CH:51]=[CH:50][C:49]([CH:52]([OH:54])[CH3:53])=[CH:48][CH:47]=4)=[O:29])=[CH:21][CH:20]=3)[N:8]=2)[CH2:2][CH2:3][O:4][CH2:5][CH2:6]1. The yield is 0.240. (6) The reactants are [Cl:1][CH2:2][CH2:3][N:4]=[C:5]=[S:6].[CH2:7]([O:14][C:15]1[CH:16]=[C:17]([NH2:21])[CH:18]=[CH:19][CH:20]=1)[C:8]1[CH:13]=[CH:12][CH:11]=[CH:10][CH:9]=1. The catalyst is ClCCl. The product is [CH2:7]([O:14][C:15]1[CH:16]=[C:17]([NH:21][C:5]([NH:4][CH2:3][CH2:2][Cl:1])=[S:6])[CH:18]=[CH:19][CH:20]=1)[C:8]1[CH:9]=[CH:10][CH:11]=[CH:12][CH:13]=1. The yield is 0.980.